From a dataset of Full USPTO retrosynthesis dataset with 1.9M reactions from patents (1976-2016). Predict the reactants needed to synthesize the given product. (1) Given the product [C:26]([C:23]([C:24]#[N:25])=[C:22]([N:18]1[CH2:17][CH2:16][N:15]([C:8]([O:10][C:11]([CH3:14])([CH3:13])[CH3:12])=[O:9])[CH2:20][CH2:19]1)[C:28]1[CH:33]=[CH:32][CH:31]=[CH:30][CH:29]=1)#[N:27], predict the reactants needed to synthesize it. The reactants are: C(N(CC)CC)C.[C:8]([N:15]1[CH2:20][CH2:19][NH:18][CH2:17][CH2:16]1)([O:10][C:11]([CH3:14])([CH3:13])[CH3:12])=[O:9].Cl[C:22]([C:28]1[CH:33]=[CH:32][CH:31]=[CH:30][CH:29]=1)=[C:23]([C:26]#[N:27])[C:24]#[N:25]. (2) Given the product [CH:1]1([C:5]2[C:13]([C:14]3[NH:18][C:17]([O:19][CH3:20])=[N:16][N:15]=3)=[CH:12][C:8]([C:9]([N:53]3[CH2:58][CH2:57][CH:56]([C:59]4[CH:66]=[CH:65][C:62]([C:63]#[N:64])=[CH:61][CH:60]=4)[CH2:55][CH2:54]3)=[O:11])=[C:7]([CH3:21])[CH:6]=2)[CH2:2][CH2:3][CH2:4]1, predict the reactants needed to synthesize it. The reactants are: [CH:1]1([C:5]2[C:13]([C:14]3[NH:18][C:17]([O:19][CH3:20])=[N:16][N:15]=3)=[CH:12][C:8]([C:9]([OH:11])=O)=[C:7]([CH3:21])[CH:6]=2)[CH2:4][CH2:3][CH2:2]1.CCN(C(C)C)C(C)C.C1C=CC2N(O)N=NC=2C=1.CCN=C=NCCCN(C)C.Cl.[NH:53]1[CH2:58][CH2:57][CH:56]([C:59]2[CH:66]=[CH:65][C:62]([C:63]#[N:64])=[CH:61][CH:60]=2)[CH2:55][CH2:54]1.